This data is from Catalyst prediction with 721,799 reactions and 888 catalyst types from USPTO. The task is: Predict which catalyst facilitates the given reaction. (1) Reactant: [F:1][C:2]([F:10])([F:9])[C:3]([C:5]([F:8])([F:7])[F:6])=[O:4].[CH3:11][Li].[C:13](Cl)(=[O:17])[C:14]([CH3:16])=[CH2:15]. Product: [C:13]([O:4][C:3]([C:5]([F:8])([F:7])[F:6])([C:2]([F:10])([F:9])[F:1])[CH3:11])(=[O:17])[C:14]([CH3:16])=[CH2:15]. The catalyst class is: 1. (2) Reactant: [NH2:1][C:2]1[C:10]([F:11])=[CH:9][C:8]([C:12]2[CH:13]=[C:14]3[C:20]([C:21]4[CH:26]=[CH:25][CH:24]=[CH:23][C:22]=4[O:27][CH3:28])=[CH:19][N:18](S(C4C=CC(C)=CC=4)(=O)=O)[C:15]3=[N:16][CH:17]=2)=[CH:7][C:3]=1[C:4](O)=[O:5].[CH2:39]([N:41]([CH2:50][CH3:51])[CH2:42][CH2:43][N:44]1[CH2:49][CH2:48][NH:47][CH2:46][CH2:45]1)[CH3:40].F[P-](F)(F)(F)(F)F.N1(OC(N(C)C)=[N+](C)C)C2N=CC=CC=2N=N1.[OH-].[K+]. Product: [NH2:1][C:2]1[C:10]([F:11])=[CH:9][C:8]([C:12]2[CH:13]=[C:14]3[C:20]([C:21]4[CH:26]=[CH:25][CH:24]=[CH:23][C:22]=4[O:27][CH3:28])=[CH:19][NH:18][C:15]3=[N:16][CH:17]=2)=[CH:7][C:3]=1[C:4]([N:47]1[CH2:46][CH2:45][N:44]([CH2:43][CH2:42][N:41]([CH2:39][CH3:40])[CH2:50][CH3:51])[CH2:49][CH2:48]1)=[O:5]. The catalyst class is: 875. (3) Reactant: [NH2:1][C:2]1[CH:22]=[CH:21][C:5]([CH2:6][N:7]2[C:11]3=[N:12][C:13]([C:16]([O:18][CH3:19])=[O:17])=[CH:14][CH:15]=[C:10]3[N:9]=[C:8]2[CH3:20])=[C:4]([Cl:23])[CH:3]=1.C(N(CC)CC)C.[C:31](Cl)(=[O:38])[C:32]1[CH:37]=[CH:36][CH:35]=[CH:34][CH:33]=1.O. Product: [C:31]([NH:1][C:2]1[CH:22]=[CH:21][C:5]([CH2:6][N:7]2[C:11]3=[N:12][C:13]([C:16]([O:18][CH3:19])=[O:17])=[CH:14][CH:15]=[C:10]3[N:9]=[C:8]2[CH3:20])=[C:4]([Cl:23])[CH:3]=1)(=[O:38])[C:32]1[CH:37]=[CH:36][CH:35]=[CH:34][CH:33]=1. The catalyst class is: 4.